Dataset: NCI-60 drug combinations with 297,098 pairs across 59 cell lines. Task: Regression. Given two drug SMILES strings and cell line genomic features, predict the synergy score measuring deviation from expected non-interaction effect. (1) Drug 1: COC1=CC(=CC(=C1O)OC)C2C3C(COC3=O)C(C4=CC5=C(C=C24)OCO5)OC6C(C(C7C(O6)COC(O7)C8=CC=CS8)O)O. Drug 2: C1C(C(OC1N2C=NC(=NC2=O)N)CO)O. Cell line: UACC-257. Synergy scores: CSS=18.9, Synergy_ZIP=-1.16, Synergy_Bliss=6.33, Synergy_Loewe=-2.93, Synergy_HSA=3.04. (2) Drug 1: CC=C1C(=O)NC(C(=O)OC2CC(=O)NC(C(=O)NC(CSSCCC=C2)C(=O)N1)C(C)C)C(C)C. Drug 2: CCC1(CC2CC(C3=C(CCN(C2)C1)C4=CC=CC=C4N3)(C5=C(C=C6C(=C5)C78CCN9C7C(C=CC9)(C(C(C8N6C)(C(=O)OC)O)OC(=O)C)CC)OC)C(=O)OC)O.OS(=O)(=O)O. Cell line: SR. Synergy scores: CSS=72.4, Synergy_ZIP=-2.19, Synergy_Bliss=-3.43, Synergy_Loewe=-4.77, Synergy_HSA=-2.64. (3) Drug 1: CC(C)CN1C=NC2=C1C3=CC=CC=C3N=C2N. Drug 2: C(CN)CNCCSP(=O)(O)O. Cell line: NCI-H322M. Synergy scores: CSS=0.691, Synergy_ZIP=1.78, Synergy_Bliss=3.07, Synergy_Loewe=0.335, Synergy_HSA=-1.43. (4) Drug 1: CC1=C(C(CCC1)(C)C)C=CC(=CC=CC(=CC(=O)O)C)C. Drug 2: C1CCC(C(C1)N)N.C(=O)(C(=O)[O-])[O-].[Pt+4]. Cell line: MDA-MB-435. Synergy scores: CSS=21.2, Synergy_ZIP=-6.64, Synergy_Bliss=-1.78, Synergy_Loewe=-6.97, Synergy_HSA=0.281. (5) Drug 1: C1CCC(C1)C(CC#N)N2C=C(C=N2)C3=C4C=CNC4=NC=N3. Drug 2: N.N.Cl[Pt+2]Cl. Cell line: NCI-H226. Synergy scores: CSS=5.56, Synergy_ZIP=-2.13, Synergy_Bliss=-0.0590, Synergy_Loewe=-5.94, Synergy_HSA=-2.04.